Dataset: Forward reaction prediction with 1.9M reactions from USPTO patents (1976-2016). Task: Predict the product of the given reaction. (1) Given the reactants CC([N:5]=[C:6]([C:10]1[CH:11]=[C:12]2[C:17](=[CH:18][CH:19]=1)[N:16]([CH3:20])[CH2:15][CH2:14][CH2:13]2)[CH2:7][CH2:8][CH3:9])(C)C.[CH:21]([C:30]([O:32][CH3:33])=[O:31])([C:26](OC)=[O:27])[C:22](OC)=[O:23], predict the reaction product. The product is: [CH2:8]([C:7]1[C:22]([OH:23])=[C:21]([C:30]([O:32][CH3:33])=[O:31])[C:26](=[O:27])[NH:5][C:6]=1[C:10]1[CH:11]=[C:12]2[C:17](=[CH:18][CH:19]=1)[N:16]([CH3:20])[CH2:15][CH2:14][CH2:13]2)[CH3:9]. (2) Given the reactants [N+:1]([C:4]1[CH:5]=[CH:6][CH:7]=[C:8]2[C:13]=1[N:12]=[CH:11][CH:10]=[C:9]2[N:14]([CH2:28][CH2:29][N:30]([CH3:32])[CH3:31])[C:15](=[O:27])[C:16]1[C:21](OC)=[C:20]([O:24][CH3:25])[CH:19]=[CH:18][C:17]=1I)([O-:3])=[O:2].C(Cl)(=O)[C:34](Cl)=[O:35].COC1C=C(C(I)=CC=1OC)C(O)=O.[N+](C1C=CC=C2C=1N=CC=C2NCCN(C)C)([O-])=O.C(N(CC)CC)C, predict the reaction product. The product is: [CH3:25][O:24][C:20]1[C:19]([O:35][CH3:34])=[CH:18][C:17]2[C:10]3[C:9](=[C:8]4[CH:7]=[CH:6][CH:5]=[C:4]([N+:1]([O-:3])=[O:2])[C:13]4=[N:12][CH:11]=3)[N:14]([CH2:28][CH2:29][N:30]([CH3:32])[CH3:31])[C:15](=[O:27])[C:16]=2[CH:21]=1. (3) Given the reactants C([O:3][C:4]([C:6]1[O:10][N:9]=[C:8]([C:11]2[CH:16]=[CH:15][C:14]([O:17][CH2:18][C:19]3[CH:24]=[CH:23][CH:22]=[C:21]([F:25])[CH:20]=3)=[CH:13][CH:12]=2)[CH:7]=1)=[O:5])C.[OH-].[K+].Cl, predict the reaction product. The product is: [F:25][C:21]1[CH:20]=[C:19]([CH:24]=[CH:23][CH:22]=1)[CH2:18][O:17][C:14]1[CH:15]=[CH:16][C:11]([C:8]2[CH:7]=[C:6]([C:4]([OH:5])=[O:3])[O:10][N:9]=2)=[CH:12][CH:13]=1. (4) Given the reactants C[O:2][C:3]([C:5]1[CH:10]=[CH:9][C:8]([O:11][CH2:12][C:13]([F:16])([F:15])[F:14])=[CH:7][N:6]=1)=[O:4].O.[OH-].[Li+], predict the reaction product. The product is: [F:16][C:13]([F:14])([F:15])[CH2:12][O:11][C:8]1[CH:9]=[CH:10][C:5]([C:3]([OH:4])=[O:2])=[N:6][CH:7]=1.